From a dataset of Full USPTO retrosynthesis dataset with 1.9M reactions from patents (1976-2016). Predict the reactants needed to synthesize the given product. (1) Given the product [Si:4]([O-:8])([O-:7])([O-:6])[O-:5].[Mg+2:2].[Mg+2:2].[OH-:1].[Mg+2:2].[OH-:5], predict the reactants needed to synthesize it. The reactants are: [OH-:1].[Mg+2:2].[OH-].[Si:4]([OH:8])([OH:7])([OH:6])[OH:5]. (2) Given the product [NH2:1][C:2]1[C:3]([C:9]([NH:13][CH2:14][CH2:15][OH:16])=[O:11])=[N:4][C:5]([Br:8])=[CH:6][N:7]=1, predict the reactants needed to synthesize it. The reactants are: [NH2:1][C:2]1[C:3]([C:9]([O:11]C)=O)=[N:4][C:5]([Br:8])=[CH:6][N:7]=1.[NH2:13][CH2:14][CH2:15][OH:16]. (3) Given the product [O:30]([C:27]1[CH:26]=[CH:25][C:24]([C:7]2[N:38]=[C:37]([N:40]3[CH2:41][CH2:42][NH:43][CH2:44][CH2:45]3)[S:39][C:6]=2[C:4]([O:3][CH2:1][CH3:2])=[O:5])=[CH:29][CH:28]=1)[C:31]1[CH:32]=[CH:33][CH:34]=[CH:35][CH:36]=1, predict the reactants needed to synthesize it. The reactants are: [CH2:1]([O:3][C:4]([C:6]1OC(C2CCN(C(OC(C)(C)C)=O)CC2)=N[C:7]=1[C:24]1[CH:29]=[CH:28][C:27]([O:30][C:31]2[CH:36]=[CH:35][CH:34]=[CH:33][CH:32]=2)=[CH:26][CH:25]=1)=[O:5])[CH3:2].[C:37]([N:40]1[CH2:45][CH2:44][N:43](C(OC(C)(C)C)=O)[CH2:42][CH2:41]1)(=[S:39])[NH2:38]. (4) Given the product [CH3:1][C@H:2]1[CH2:7][N:6]([CH2:42][C:41]2[CH:44]=[CH:45][CH:46]=[C:39]([F:38])[CH:40]=2)[C@H:5]([CH3:8])[CH2:4][N:3]1[C@H:9]([C:16]1[CH:17]=[CH:18][C:19]([C:20]([N:22]([CH2:25][CH3:26])[CH2:23][CH3:24])=[O:21])=[CH:27][CH:28]=1)[C:10]1[CH:11]=[CH:12][CH:13]=[CH:14][CH:15]=1, predict the reactants needed to synthesize it. The reactants are: [CH3:1][C@H:2]1[CH2:7][NH:6][C@H:5]([CH3:8])[CH2:4][N:3]1[C@H:9]([C:16]1[CH:28]=[CH:27][C:19]([C:20]([N:22]([CH2:25][CH3:26])[CH2:23][CH3:24])=[O:21])=[CH:18][CH:17]=1)[C:10]1[CH:15]=[CH:14][CH:13]=[CH:12][CH:11]=1.[I-].[Na+].C(N(CC)CC)C.[F:38][C:39]1[CH:40]=[C:41]([CH:44]=[CH:45][CH:46]=1)[CH2:42]Br. (5) The reactants are: [F:1][C:2]1[C:7]([NH:8][CH2:9][C:10]2[CH:15]=[C:14]([O:16][CH3:17])[CH:13]=[C:12]([C:18]3[CH:23]=[CH:22][CH:21]=[C:20]([F:24])[CH:19]=3)[C:11]=2[F:25])=[C:6]([F:26])[CH:5]=[CH:4][C:3]=1[OH:27].C([O-])([O-])=O.[Cs+].[Cs+].Br[CH2:35][C:36]([O:38][CH2:39][CH3:40])=[O:37].O. Given the product [F:1][C:2]1[C:7]([NH:8][CH2:9][C:10]2[CH:15]=[C:14]([O:16][CH3:17])[CH:13]=[C:12]([C:18]3[CH:23]=[CH:22][CH:21]=[C:20]([F:24])[CH:19]=3)[C:11]=2[F:25])=[C:6]([F:26])[CH:5]=[CH:4][C:3]=1[O:27][CH2:35][C:36]([O:38][CH2:39][CH3:40])=[O:37], predict the reactants needed to synthesize it. (6) Given the product [NH2:11][C@@H:3]([CH2:4][C:5]1[CH:10]=[CH:9][CH:8]=[CH:7][CH:6]=1)[C:2]([NH:19][C:20]1[S:21][C:22]([C:25]2[CH:30]=[CH:29][N:28]=[CH:27][CH:26]=2)=[N:23][N:24]=1)=[O:1], predict the reactants needed to synthesize it. The reactants are: [O:1]=[C:2]([NH:19][C:20]1[S:21][C:22]([C:25]2[CH:30]=[CH:29][N:28]=[CH:27][CH:26]=2)=[N:23][N:24]=1)[C@@H:3]([NH:11]C(=O)OC(C)(C)C)[CH2:4][C:5]1[CH:10]=[CH:9][CH:8]=[CH:7][CH:6]=1.FC(F)(F)C(O)=O. (7) Given the product [CH3:26][O:25][C:22]1[CH:23]=[CH:24][C:19]([CH2:2][C:3]2[C:4]([CH3:18])=[CH:5][C:6]([NH:10][C:11](=[O:17])[O:12][C:13]([CH3:14])([CH3:15])[CH3:16])=[CH:7][C:8]=2[CH3:9])=[CH:20][C:21]=1[CH:27]([CH3:29])[CH3:28], predict the reactants needed to synthesize it. The reactants are: O[CH:2]([C:19]1[CH:24]=[CH:23][C:22]([O:25][CH3:26])=[C:21]([CH:27]([CH3:29])[CH3:28])[CH:20]=1)[C:3]1[C:8]([CH3:9])=[CH:7][C:6]([NH:10][C:11](=[O:17])[O:12][C:13]([CH3:16])([CH3:15])[CH3:14])=[CH:5][C:4]=1[CH3:18].[H][H].